From a dataset of Full USPTO retrosynthesis dataset with 1.9M reactions from patents (1976-2016). Predict the reactants needed to synthesize the given product. Given the product [Cl:25][C:22]1[CH:23]=[CH:24][C:19]([C@H:8]([C:5]2[CH:6]=[CH:7][C:2]([OH:27])=[CH:3][CH:4]=2)[CH2:9][C:10]([C:12]2[CH:17]=[CH:16][N:15]=[C:14]([CH3:18])[CH:13]=2)=[O:11])=[C:20]([CH3:26])[CH:21]=1, predict the reactants needed to synthesize it. The reactants are: Br[C:2]1[CH:7]=[CH:6][C:5]([C@@H:8]([C:19]2[CH:24]=[CH:23][C:22]([Cl:25])=[CH:21][C:20]=2[CH3:26])[CH2:9][C:10]([C:12]2[CH:17]=[CH:16][N:15]=[C:14]([CH3:18])[CH:13]=2)=[O:11])=[CH:4][CH:3]=1.[OH-:27].[K+].C(P(C(C)(C)C)C1C=CC=CC=1C1C(C(C)C)=CC(C(C)C)=CC=1C(C)C)(C)(C)C.